Dataset: Full USPTO retrosynthesis dataset with 1.9M reactions from patents (1976-2016). Task: Predict the reactants needed to synthesize the given product. (1) Given the product [N:7]1[CH:12]=[CH:11][CH:10]=[C:9]([CH2:13][CH2:14][CH:15]=[O:16])[CH:8]=1, predict the reactants needed to synthesize it. The reactants are: C(OCC)(=O)C.[N:7]1[CH:12]=[CH:11][CH:10]=[C:9]([CH2:13][CH2:14][CH2:15][OH:16])[CH:8]=1.CS(C)=O. (2) The reactants are: [Cl:1][C:2]1[N:7]=[C:6]([C:8]([NH:10][C:11]2[CH:15]=[CH:14][N:13]([CH3:16])[N:12]=2)=[O:9])[C:5]([S:17][C:18]2[CH:23]=[CH:22][C:21]([OH:24])=[CH:20][CH:19]=2)=[CH:4][CH:3]=1.[CH3:25][O:26][CH2:27]Cl.C(N(C(C)C)CC)(C)C. Given the product [Cl:1][C:2]1[N:7]=[C:6]([C:8]([NH:10][C:11]2[CH:15]=[CH:14][N:13]([CH3:16])[N:12]=2)=[O:9])[C:5]([S:17][C:18]2[CH:23]=[CH:22][C:21]([O:24][CH2:25][O:26][CH3:27])=[CH:20][CH:19]=2)=[CH:4][CH:3]=1, predict the reactants needed to synthesize it. (3) Given the product [CH2:6]([C:8]1[CH:14]=[CH:13][CH:12]=[C:11]([CH3:15])[C:9]=1[NH:10][CH2:18][C@@H:1]([OH:16])[CH2:3][O:5][CH3:4])[CH3:7], predict the reactants needed to synthesize it. The reactants are: [CH2:1]([CH:3]1[O:5][CH2:4]1)Cl.[CH2:6]([C:8]1[CH:14]=[CH:13][CH:12]=[C:11]([CH3:15])[C:9]=1[NH2:10])[CH3:7].[OH-:16].[K+].[CH3:18]O. (4) Given the product [F:6][C:4]([F:7])([F:5])[C:3]([C:9]1[CH:10]=[CH:11][C:12]([C:15]2[CH:20]=[CH:19][C:18]([C:21]([N:69]3[CH2:70][CH2:71][N:66]([CH2:65][C:62]4[CH:61]=[CH:60][N:59]=[CH:64][CH:63]=4)[CH2:67][CH2:68]3)=[O:22])=[CH:17][CH:16]=2)=[CH:13][CH:14]=1)([OH:8])[C:2]([F:25])([F:24])[F:1].[C:3]([OH:8])([C:4]([F:7])([F:6])[F:5])=[O:42], predict the reactants needed to synthesize it. The reactants are: [F:1][C:2]([F:25])([F:24])[C:3]([C:9]1[CH:14]=[CH:13][C:12]([C:15]2[CH:20]=[CH:19][C:18]([C:21](O)=[O:22])=[CH:17][CH:16]=2)=[CH:11][CH:10]=1)([OH:8])[C:4]([F:7])([F:6])[F:5].CCN(C(C)C)C(C)C.CN(C([O:42]N1N=NC2C=CC=NC1=2)=[N+](C)C)C.F[P-](F)(F)(F)(F)F.[N:59]1[CH:64]=[CH:63][C:62]([CH2:65][N:66]2[CH2:71][CH2:70][NH:69][CH2:68][CH2:67]2)=[CH:61][CH:60]=1. (5) The reactants are: O=S(Cl)Cl.[NH2:5][C:6]([C:11]1[CH:16]=[C:15]([Br:17])[CH:14]=[CH:13][C:12]=1[F:18])([CH3:10])[C:7]([OH:9])=[O:8].[CH3:19]O. Given the product [CH3:19][O:8][C:7](=[O:9])[C:6]([NH2:5])([C:11]1[CH:16]=[C:15]([Br:17])[CH:14]=[CH:13][C:12]=1[F:18])[CH3:10], predict the reactants needed to synthesize it. (6) Given the product [F:1][C:2]1[CH:10]=[CH:9][C:8]([CH2:11][C:12]2[C:21]3[C:16](=[CH:17][CH:18]=[CH:19][CH:20]=3)[C:15](=[O:22])[NH:14][N:13]=2)=[CH:7][C:3]=1[C:4]([N:23]1[CH2:33][CH2:32][CH:26]([C:27]([OH:29])=[O:28])[CH2:25][CH2:24]1)=[O:5], predict the reactants needed to synthesize it. The reactants are: [F:1][C:2]1[CH:10]=[CH:9][C:8]([CH2:11][C:12]2[C:21]3[C:16](=[CH:17][CH:18]=[CH:19][CH:20]=3)[C:15](=[O:22])[NH:14][N:13]=2)=[CH:7][C:3]=1[C:4](O)=[O:5].[NH:23]1[CH2:33][CH2:32][CH:26]([C:27]([O:29]CC)=[O:28])[CH2:25][CH2:24]1.F[P-](F)(F)(F)(F)F.N1(OC(N(C)C)=[N+](C)C)C2C=CC=CC=2N=N1.C(N(CC)C(C)C)(C)C. (7) Given the product [CH3:84][O:79][CH2:80][CH2:81][O:82][C:9]1[C:3]([C:2]([F:1])([F:20])[F:21])=[CH:4][C:5]([B:30]2[O:31][C:32]([CH3:37])([CH3:38])[C:33]([CH3:35])([CH3:36])[O:34]2)=[C:6]([CH:8]=1)[NH2:7], predict the reactants needed to synthesize it. The reactants are: [F:1][C:2]([F:21])([F:20])[C:3]1[CH:9]=[CH:8][C:6]([NH2:7])=[C:5](C2C=NC(C(F)(F)F)=CC=2)[CH:4]=1.[CH3:37][C:32]1([CH3:38])[C:33]([CH3:36])([CH3:35])[O:34][B:30]([B:30]2[O:34][C:33]([CH3:36])([CH3:35])[C:32]([CH3:38])([CH3:37])[O:31]2)[O:31]1.C1(P(C2CCCCC2)C2C=CC=CC=2C2C(C(C)C)=CC(C(C)C)=CC=2C(C)C)CCCCC1.C([O-])(=O)C.[K+].[O:79]1[CH2:84]C[O:82][CH2:81][CH2:80]1.